Dataset: Catalyst prediction with 721,799 reactions and 888 catalyst types from USPTO. Task: Predict which catalyst facilitates the given reaction. (1) Reactant: [N:1]12[CH2:8][CH2:7][CH:4]([CH2:5][CH2:6]1)[C@@H:3]([NH:9][CH2:10][CH2:11][N:12]1[C:20]3[C:15](=[CH:16][CH:17]=[CH:18][C:19]=3[C:21]([O:23]C)=[O:22])[CH:14]=[CH:13]1)[CH2:2]2.O.O.[OH-].[Li+:28]. Product: [N:1]12[CH2:8][CH2:7][CH:4]([CH2:5][CH2:6]1)[C@@H:3]([NH:9][CH2:10][CH2:11][N:12]1[C:20]3[C:15](=[CH:16][CH:17]=[CH:18][C:19]=3[C:21]([O-:23])=[O:22])[CH:14]=[CH:13]1)[CH2:2]2.[Li+:28]. The catalyst class is: 1. (2) Reactant: Br[C:2]1[CH:7]=[CH:6][CH:5]=[CH:4][N:3]=1.[CH2:8]([Li])CCC.C(SCCCC)CCC.[C:22](/[C:24](=[CH:40]\[C:41]1[CH:46]=[CH:45][C:44]([O:47][CH2:48][CH2:49][O:50][C:51]2[C:56]([Cl:57])=[CH:55][C:54]([CH3:58])=[CH:53][C:52]=2[Cl:59])=[CH:43][CH:42]=1)/[C:25]([N:27]([CH:37]1[CH2:39][CH2:38]1)[CH2:28][C:29]1[CH:34]=[CH:33][CH:32]=[C:31]([CH3:35])[C:30]=1[CH3:36])=[O:26])#[N:23]. Product: [C:22]([CH:24]([CH:40]([C:41]1[CH:46]=[CH:45][C:44]([O:47][CH2:48][CH2:49][O:50][C:51]2[C:52]([Cl:59])=[CH:53][C:54]([CH3:58])=[CH:55][C:56]=2[Cl:57])=[CH:43][CH:42]=1)[CH2:8][C:2]1[CH:7]=[CH:6][CH:5]=[CH:4][N:3]=1)[C:25]([N:27]([CH:37]1[CH2:38][CH2:39]1)[CH2:28][C:29]1[CH:34]=[CH:33][CH:32]=[C:31]([CH3:35])[C:30]=1[CH3:36])=[O:26])#[N:23]. The catalyst class is: 116. (3) Reactant: [F:1][C:2]1[C:7]([OH:8])=[CH:6][CH:5]=[C:4]([F:9])[N:3]=1.CCN(C(C)C)C(C)C.[CH3:19][O:20][CH2:21]Cl.O. Product: [F:1][C:2]1[C:7]([O:8][CH2:19][O:20][CH3:21])=[CH:6][CH:5]=[C:4]([F:9])[N:3]=1. The catalyst class is: 2. (4) Reactant: [C:1]1([N:7]2[C:12](=[O:13])[C:11]3[S:14][CH:15]=[C:16]([C:17]4[CH:22]=[CH:21][CH:20]=[CH:19][CH:18]=4)[C:10]=3[N:9]=[CH:8]2)[CH:6]=[CH:5][CH:4]=[CH:3][CH:2]=1.NC1C(C2C=CC3[O:33][CH2:34][O:35]C=3C=2)=CSC=1C(OC)=O.[CH:42](OCC)(OCC)[O:43]CC.COC1C=CC(N)=CC=1. Product: [O:33]1[C:20]2[CH:21]=[CH:22][C:17]([C:16]3[C:10]4[N:9]=[CH:8][N:7]([C:1]5[CH:6]=[CH:5][C:4]([O:43][CH3:42])=[CH:3][CH:2]=5)[C:12](=[O:13])[C:11]=4[S:14][CH:15]=3)=[CH:18][C:19]=2[O:35][CH2:34]1. The catalyst class is: 15. (5) Reactant: [N:1]1([S:11]([C:14]2[CH:15]=[C:16]([N:20]3[C:29](=[O:30])[C:28]4[C:23](=[CH:24][CH:25]=[CH:26][C:27]=4[CH2:31][C:32](OCC)=[O:33])[NH:22][C:21]3=[O:37])[CH:17]=[CH:18][CH:19]=2)(=[O:13])=[O:12])[C:10]2[C:5](=[CH:6][CH:7]=[CH:8][CH:9]=2)[CH2:4][CH2:3][CH2:2]1.[BH4-].[Li+].O. Product: [N:1]1([S:11]([C:14]2[CH:15]=[C:16]([N:20]3[C:29](=[O:30])[C:28]4[C:23](=[CH:24][CH:25]=[CH:26][C:27]=4[CH2:31][CH2:32][OH:33])[NH:22][C:21]3=[O:37])[CH:17]=[CH:18][CH:19]=2)(=[O:13])=[O:12])[C:10]2[C:5](=[CH:6][CH:7]=[CH:8][CH:9]=2)[CH2:4][CH2:3][CH2:2]1. The catalyst class is: 220.